Task: Regression. Given a peptide amino acid sequence and an MHC pseudo amino acid sequence, predict their binding affinity value. This is MHC class I binding data.. Dataset: Peptide-MHC class I binding affinity with 185,985 pairs from IEDB/IMGT The peptide sequence is RILHNFAYSL. The MHC is Patr-B0101 with pseudo-sequence Patr-B0101. The binding affinity (normalized) is 0.